This data is from Full USPTO retrosynthesis dataset with 1.9M reactions from patents (1976-2016). The task is: Predict the reactants needed to synthesize the given product. (1) Given the product [CH:26]1([C:29]2[CH:33]=[C:32]([NH:34][C:35]([NH:22][C:21]3[CH:23]=[CH:24][CH:25]=[C:19]([O:18][C:6]4[C:5]5[C:10](=[CH:11][C:12]([O:13][CH2:14][CH2:15][O:16][CH3:17])=[C:3]([O:2][CH3:1])[CH:4]=5)[N:9]=[CH:8][N:7]=4)[CH:20]=3)=[O:36])[O:31][N:30]=2)[CH2:28][CH2:27]1, predict the reactants needed to synthesize it. The reactants are: [CH3:1][O:2][C:3]1[CH:4]=[C:5]2[C:10](=[CH:11][C:12]=1[O:13][CH2:14][CH2:15][O:16][CH3:17])[N:9]=[CH:8][N:7]=[C:6]2[O:18][C:19]1[CH:20]=[C:21]([CH:23]=[CH:24][CH:25]=1)[NH2:22].[CH:26]1([C:29]2[CH:33]=[C:32]([NH:34][C:35](=O)[O:36]C3C=CC=CC=3)[O:31][N:30]=2)[CH2:28][CH2:27]1.COC1C=C2C(=CC=1OC)N=CN=C2OC1C=C(NC(NC2ON=C(C(C)C)C=2)=O)C=CC=1. (2) Given the product [C:5]([C:7]1[CH:12]=[CH:11][C:10]([CH2:13][CH2:14][CH:15](/[CH:28]=[CH:29]/[C:30]2[CH:35]=[CH:34][CH:33]=[CH:32][C:31]=2[O:36][CH2:37][CH2:38][CH2:39][N:40]2[CH2:44][CH2:43][CH2:42][C:41]2=[O:45])[CH2:16][CH2:17][C:18]2[CH:27]=[CH:26][C:21]([C:22]([OH:24])=[O:23])=[CH:20][CH:19]=2)=[CH:9][CH:8]=1)([OH:6])=[O:4], predict the reactants needed to synthesize it. The reactants are: [OH-].[Li+].C[O:4][C:5]([C:7]1[CH:12]=[CH:11][C:10]([CH2:13][CH2:14][CH:15](/[CH:28]=[CH:29]/[C:30]2[CH:35]=[CH:34][CH:33]=[CH:32][C:31]=2[O:36][CH2:37][CH2:38][CH2:39][N:40]2[CH2:44][CH2:43][CH2:42][C:41]2=[O:45])[CH2:16][CH2:17][C:18]2[CH:27]=[CH:26][C:21]([C:22]([O:24]C)=[O:23])=[CH:20][CH:19]=2)=[CH:9][CH:8]=1)=[O:6].Cl.